From a dataset of Catalyst prediction with 721,799 reactions and 888 catalyst types from USPTO. Predict which catalyst facilitates the given reaction. (1) Reactant: Br.C(O)(=O)C.C(OC([NH:16][CH2:17][CH:18]1[CH2:21][N:20]([C:22]2[S:23][C:24]([C:28]([O:30][CH2:31][CH3:32])=[O:29])=[C:25]([CH3:27])[N:26]=2)[CH2:19]1)=O)C1C=CC=CC=1.[OH-].[Na+]. Product: [NH2:16][CH2:17][CH:18]1[CH2:21][N:20]([C:22]2[S:23][C:24]([C:28]([O:30][CH2:31][CH3:32])=[O:29])=[C:25]([CH3:27])[N:26]=2)[CH2:19]1. The catalyst class is: 15. (2) Reactant: [CH3:1][C:2]1[C:3](OS(C(F)(F)F)(=O)=O)=[CH:4][C:5]2[C:6]([CH3:14])([CH3:13])[CH2:7][CH2:8][C:9](=[O:12])[C:10]=2[CH:11]=1.C(N(CC)CC)C.[CH3:30][Si:31]([C:34]#[CH:35])([CH3:33])[CH3:32].C(OCC)(=O)C. Product: [CH3:13][C:6]1([CH3:14])[C:5]2[C:10](=[CH:11][C:2]([CH3:1])=[C:3]([C:35]#[C:34][Si:31]([CH3:33])([CH3:32])[CH3:30])[CH:4]=2)[C:9](=[O:12])[CH2:8][CH2:7]1. The catalyst class is: 730. (3) Reactant: [Br:1][C:2]1[CH:3]=[C:4]2[C:9](=[C:10]([O:12][CH3:13])[CH:11]=1)[N:8]=[C:7](Cl)[N:6]=[CH:5]2.[S:15]([NH2:25])(=[O:24])([C:17]1[CH:22]=[CH:21][C:20]([NH2:23])=[CH:19][CH:18]=1)=[O:16]. Product: [Br:1][C:2]1[CH:3]=[C:4]2[C:9](=[C:10]([O:12][CH3:13])[CH:11]=1)[N:8]=[C:7]([NH:23][C:20]1[CH:21]=[CH:22][C:17]([S:15]([NH2:25])(=[O:16])=[O:24])=[CH:18][CH:19]=1)[N:6]=[CH:5]2. The catalyst class is: 41. (4) Reactant: [H-].[Na+].[C:3]([O:9][CH3:10])(=[O:8])[C:4]([O:6]C)=O.[Si:11]([O:18][CH2:19][CH2:20][CH2:21][CH2:22][CH2:23][C:24]([O:26][CH3:27])=[O:25])([C:14]([CH3:17])([CH3:16])[CH3:15])([CH3:13])[CH3:12].Cl. Product: [Si:11]([O:18][CH2:19][CH2:20][CH2:21][CH2:22][CH:23]([C:24]([O:26][CH3:27])=[O:25])[C:4](=[O:6])[C:3]([O:9][CH3:10])=[O:8])([C:14]([CH3:17])([CH3:16])[CH3:15])([CH3:12])[CH3:13]. The catalyst class is: 278.